Dataset: Full USPTO retrosynthesis dataset with 1.9M reactions from patents (1976-2016). Task: Predict the reactants needed to synthesize the given product. (1) The reactants are: [Cl:1][C:2]1[C:11]2[C:6](=[CH:7][CH:8]=[C:9]([CH:12]([C:14]3[N:18]([CH3:19])[C:17]([CH3:20])=[N:16][CH:15]=3)[OH:13])[CH:10]=2)[N:5]=[C:4]([O:21][CH3:22])[C:3]=1[CH2:23][CH:24]([CH3:26])[CH3:25]. Given the product [Cl:1][C:2]1[C:11]2[C:6](=[CH:7][CH:8]=[C:9]([C:12]([C:14]3[N:18]([CH3:19])[C:17]([CH3:20])=[N:16][CH:15]=3)=[O:13])[CH:10]=2)[N:5]=[C:4]([O:21][CH3:22])[C:3]=1[CH2:23][CH:24]([CH3:26])[CH3:25], predict the reactants needed to synthesize it. (2) The reactants are: C(OC([N:8]1[CH2:11][CH:10]([CH2:12][O:13][C:14]2[CH:19]=[C:18]([CH3:20])[C:17]([Br:21])=[C:16]([CH3:22])[CH:15]=2)[CH2:9]1)=O)(C)(C)C.FC(F)(F)C(O)=O.C([O-])(O)=O.[Na+]. Given the product [Br:21][C:17]1[C:18]([CH3:20])=[CH:19][C:14]([O:13][CH2:12][CH:10]2[CH2:11][NH:8][CH2:9]2)=[CH:15][C:16]=1[CH3:22], predict the reactants needed to synthesize it. (3) The reactants are: [CH2:1]([C:3]1[CH:8]=[CH:7][C:6]([C@H:9]2[CH2:14][C@@H:13]([C:15]([F:18])([F:17])[F:16])[N:12]3[N:19]=[CH:20][C:21]([C:22]([OH:24])=O)=[C:11]3[NH:10]2)=[CH:5][CH:4]=1)[CH3:2].CN(C(ON1N=NC2C=CC=NC1=2)=[N+](C)C)C.F[P-](F)(F)(F)(F)F.C(N(CC)C(C)C)(C)C.[CH2:58]1[CH2:63][CH:62]([CH2:64][NH2:65])[CH2:61][CH2:60][CH2:59]1. Given the product [CH:62]1([CH2:64][NH:65][C:22]([C:21]2[CH:20]=[N:19][N:12]3[C@H:13]([C:15]([F:17])([F:18])[F:16])[CH2:14][C@H:9]([C:6]4[CH:7]=[CH:8][C:3]([CH2:1][CH3:2])=[CH:4][CH:5]=4)[NH:10][C:11]=23)=[O:24])[CH2:63][CH2:58][CH2:59][CH2:60][CH2:61]1, predict the reactants needed to synthesize it. (4) The reactants are: [CH2:1]([N:3]([CH2:14][CH3:15])[CH2:4][CH2:5][O:6][C:7]1[CH:8]=[C:9]([NH2:13])[CH:10]=[CH:11][CH:12]=1)[CH3:2].C(N(CC)C[CH2:20][O:21][C:22]1C=CC=C([N+]([O-])=O)C=1)C.C[OH:34]. Given the product [CH3:22][O:21][C:20](=[O:34])[C:12]1[CH:11]=[CH:10][C:9]([NH2:13])=[CH:8][C:7]=1[O:6][CH2:5][CH2:4][N:3]([CH2:1][CH3:2])[CH2:14][CH3:15], predict the reactants needed to synthesize it. (5) The reactants are: [O:1]=[C:2]1[C:11]2[C:6](=[CH:7][CH:8]=[CH:9][CH:10]=2)[C:5]2[CH2:12][C:13]3[CH:14]=[C:15]([N-:19][CH2:20][CH2:21][CH2:22][CH2:23][N:24]4[CH2:29][CH2:28][O:27][CH2:26][CH2:25]4)[CH:16]=[CH:17][C:18]=3[C:4]=2[NH:3]1.[C:30]12([CH2:40][S:41]([OH:44])(=[O:43])=[O:42])[C:37]([CH3:39])([CH3:38])[CH:34]([CH2:35][CH2:36]1)[CH2:33][C:31]2=[O:32]. Given the product [C:30]12([CH2:40][S:41]([OH:44])(=[O:42])=[O:43])[C:37]([CH3:39])([CH3:38])[CH:34]([CH2:35][CH2:36]1)[CH2:33][C:31]2=[O:32].[O:1]=[C:2]1[C:11]2[C:6](=[CH:7][CH:8]=[CH:9][CH:10]=2)[C:5]2[CH2:12][C:13]3[CH:14]=[C:15]([N-:19][CH2:20][CH2:21][CH2:22][CH2:23][N:24]4[CH2:25][CH2:26][O:27][CH2:28][CH2:29]4)[CH:16]=[CH:17][C:18]=3[C:4]=2[NH:3]1, predict the reactants needed to synthesize it. (6) Given the product [CH3:26][C:18]1[CH:17]=[C:16]([CH2:15][O:14][C:11]2[CH:10]=[CH:9][C:8]([NH2:7])=[CH:13][CH:12]=2)[C:25]2[C:20](=[CH:21][CH:22]=[CH:23][CH:24]=2)[N:19]=1.[ClH:28], predict the reactants needed to synthesize it. The reactants are: C(OC(=O)[NH:7][C:8]1[CH:13]=[CH:12][C:11]([O:14][CH2:15][C:16]2[C:25]3[C:20](=[CH:21][CH:22]=[CH:23][CH:24]=3)[N:19]=[C:18]([CH3:26])[CH:17]=2)=[CH:10][CH:9]=1)(C)(C)C.[ClH:28].C(OCC)C. (7) Given the product [NH2:1][C:2]1[N:7]=[C:6]([N:8]2[CH2:13][CH2:12][CH2:11][C@H:10]([C:14]([NH:44][C:43]3[CH:45]=[CH:46][CH:47]=[C:41]([Cl:40])[CH:42]=3)=[O:15])[CH2:9]2)[CH:5]=[C:4]([C:17]2[CH:22]=[CH:21][C:20]([C:23]#[N:24])=[C:19]([F:25])[CH:18]=2)[N:3]=1, predict the reactants needed to synthesize it. The reactants are: [NH2:1][C:2]1[N:7]=[C:6]([N:8]2[CH2:13][CH2:12][CH2:11][C@H:10]([C:14](O)=[O:15])[CH2:9]2)[CH:5]=[C:4]([C:17]2[CH:22]=[CH:21][C:20]([C:23]#[N:24])=[C:19]([F:25])[CH:18]=2)[N:3]=1.C(Cl)CCl.C1C=CC2N(O)N=NC=2C=1.[Cl:40][C:41]1[CH:42]=[C:43]([CH:45]=[CH:46][CH:47]=1)[NH2:44]. (8) Given the product [C:22]([O:21][C:19]([N:9]1[CH2:8][CH2:7][C:6]2[C:11](=[CH:12][CH:13]=[C:4]([CH2:3][O:2][CH3:1])[CH:5]=2)[CH:10]1[C:14]([OH:16])=[O:15])=[O:20])([CH3:25])([CH3:23])[CH3:24], predict the reactants needed to synthesize it. The reactants are: [CH3:1][O:2][CH2:3][C:4]1[CH:5]=[C:6]2[C:11](=[CH:12][CH:13]=1)[CH:10]([C:14]([O:16]CC)=[O:15])[N:9]([C:19]([O:21][C:22]([CH3:25])([CH3:24])[CH3:23])=[O:20])[CH2:8][CH2:7]2.C1COCC1.O.[OH-].[Li+]. (9) Given the product [CH:27]1([C:8]2[C:9]([CH2:11][N:12]3[CH2:17][CH2:16][CH:15]([O:18][C:19]4[CH:24]=[C:23]([Cl:25])[CH:22]=[C:21]([Cl:26])[CH:20]=4)[CH2:14][CH2:13]3)=[CH:10][C:5]3[N:6]([C:2]([NH:36][S:33]([CH:30]4[CH2:32][CH2:31]4)(=[O:35])=[O:34])=[N:3][N:4]=3)[CH:7]=2)[CH2:29][CH2:28]1, predict the reactants needed to synthesize it. The reactants are: Br[C:2]1[N:6]2[CH:7]=[C:8]([CH:27]3[CH2:29][CH2:28]3)[C:9]([CH2:11][N:12]3[CH2:17][CH2:16][CH:15]([O:18][C:19]4[CH:24]=[C:23]([Cl:25])[CH:22]=[C:21]([Cl:26])[CH:20]=4)[CH2:14][CH2:13]3)=[CH:10][C:5]2=[N:4][N:3]=1.[CH:30]1([S:33]([NH2:36])(=[O:35])=[O:34])[CH2:32][CH2:31]1.CS(N)(=O)=O.